From a dataset of Catalyst prediction with 721,799 reactions and 888 catalyst types from USPTO. Predict which catalyst facilitates the given reaction. Reactant: ClC1C=C(SC2[C:18]3[C:13](=[CH:14][C:15]([CH3:19])=[CH:16][CH:17]=3)NC=2CCC(N)=O)C=C(Cl)C=1.[Cl:25][C:26]1[CH:31]=[CH:30][C:29]([S:32][C:33]2[C:41]3[C:36](=[CH:37][CH:38]=[CH:39][C:40]=3[CH3:42])[NH:35][C:34]=2[C:43]([OH:45])=[O:44])=[CH:28][CH:27]=1.C(Cl)(=O)C(Cl)=O.C(O)C1C=CC=CC=1.N1C=CC=CC=1. Product: [Cl:25][C:26]1[CH:27]=[CH:28][C:29]([S:32][C:33]2[C:41]3[C:36](=[CH:37][CH:38]=[CH:39][C:40]=3[CH3:42])[NH:35][C:34]=2[C:43]([O:45][CH2:19][C:15]2[CH:16]=[CH:17][CH:18]=[CH:13][CH:14]=2)=[O:44])=[CH:30][CH:31]=1. The catalyst class is: 1.